Dataset: Forward reaction prediction with 1.9M reactions from USPTO patents (1976-2016). Task: Predict the product of the given reaction. (1) The product is: [CH3:51][S:52][C:53]1[CH:59]=[CH:58][C:56]([NH:57][C:39](=[O:41])[CH2:38][CH:35]2[CH2:34][CH2:33][N:32]([C:30]([O:29][C:25]([CH3:26])([CH3:27])[CH3:28])=[O:31])[CH2:37][CH2:36]2)=[CH:55][CH:54]=1. Given the reactants CN(C(ON1N=NC2C=CC=NC1=2)=[N+](C)C)C.F[P-](F)(F)(F)(F)F.[C:25]([O:29][C:30]([N:32]1[CH2:37][CH2:36][CH:35]([CH2:38][C:39]([OH:41])=O)[CH2:34][CH2:33]1)=[O:31])([CH3:28])([CH3:27])[CH3:26].C(N(CC)C(C)C)(C)C.[CH3:51][S:52][C:53]1[CH:59]=[CH:58][C:56]([NH2:57])=[CH:55][CH:54]=1, predict the reaction product. (2) Given the reactants [CH3:1][O:2][C:3]1[CH:13]=[CH:12][CH:11]=[C:5]2[C:6]([O:8][C:9](=[O:10])[C:4]=12)=O.Cl.[NH2:15][CH:16]1[CH2:21][CH2:20][C:19](=[O:22])[NH:18][C:17]1=[O:23].C([O-])(=O)C.[Na+], predict the reaction product. The product is: [CH3:1][O:2][C:3]1[CH:13]=[CH:12][CH:11]=[C:5]2[C:4]=1[C:9](=[O:10])[N:15]([CH:16]1[CH2:21][CH2:20][C:19](=[O:22])[NH:18][C:17]1=[O:23])[C:6]2=[O:8]. (3) Given the reactants Cl.Cl[CH2:3][C:4]1[CH:9]=[CH:8][N:7]=[CH:6][CH:5]=1.[C:10]([O:14][C:15](=[O:33])[CH2:16][NH:17][S:18]([C:21]1[CH:30]=[C:29]2[C:24]([C:25]([Cl:32])=[CH:26][N:27]=[C:28]2[Cl:31])=[CH:23][CH:22]=1)(=[O:20])=[O:19])([CH3:13])([CH3:12])[CH3:11].C([O-])([O-])=O.[K+].[K+], predict the reaction product. The product is: [C:10]([O:14][C:15](=[O:33])[CH2:16][N:17]([S:18]([C:21]1[CH:30]=[C:29]2[C:24]([C:25]([Cl:32])=[CH:26][N:27]=[C:28]2[Cl:31])=[CH:23][CH:22]=1)(=[O:20])=[O:19])[CH2:3][C:4]1[CH:9]=[CH:8][N:7]=[CH:6][CH:5]=1)([CH3:13])([CH3:11])[CH3:12]. (4) Given the reactants [Cl:1][C:2]1[CH:3]=[C:4]([NH2:14])[C:5](=[CH:9][C:10]=1[N+:11]([O-:13])=[O:12])[C:6]([OH:8])=O.C([O-])([O-])OC.C([O-])(=O)C.[NH4+:24].[CH3:25]O, predict the reaction product. The product is: [N+:11]([C:10]1[CH:9]=[C:5]2[C:4](=[CH:3][C:2]=1[Cl:1])[N:14]=[CH:25][NH:24][C:6]2=[O:8])([O-:13])=[O:12]. (5) Given the reactants [CH3:1][C:2]([C:5]1[CH:6]=[C:7]([S:16][C:17]([S:20][C:21]2[CH:26]=[C:25]([C:27]([CH3:30])([CH3:29])[CH3:28])[C:24]([OH:31])=[C:23]([C:32]([CH3:35])([CH3:34])[CH3:33])[CH:22]=2)([CH3:19])[CH3:18])[CH:8]=[C:9]([C:12]([CH3:15])([CH3:14])[CH3:13])[C:10]=1[OH:11])([CH3:4])[CH3:3].I[CH2:37][C:38]([O:40][CH2:41][CH3:42])=[O:39].[F-].[K+], predict the reaction product. The product is: [CH2:41]([O:40][C:38](=[O:39])[CH2:37][O:11][C:10]1[C:9]([C:12]([CH3:13])([CH3:14])[CH3:15])=[CH:8][C:7]([S:16][C:17]([S:20][C:21]2[CH:22]=[C:23]([C:32]([CH3:35])([CH3:34])[CH3:33])[C:24]([OH:31])=[C:25]([C:27]([CH3:30])([CH3:29])[CH3:28])[CH:26]=2)([CH3:18])[CH3:19])=[CH:6][C:5]=1[C:2]([CH3:1])([CH3:3])[CH3:4])[CH3:42].